Predict which catalyst facilitates the given reaction. From a dataset of Catalyst prediction with 721,799 reactions and 888 catalyst types from USPTO. (1) Reactant: [C:1]([N:5]1[C:10](=[O:11])[C:9]([CH2:12]OS(C2C=CC(C)=CC=2)(=O)=O)=[C:8]([S:24][CH2:25][C:26]2[CH:31]=[CH:30][C:29]([C:32]([CH3:35])([CH3:34])[CH3:33])=[CH:28][CH:27]=2)[CH:7]=[N:6]1)([CH3:4])([CH3:3])[CH3:2].[F-:36].C([N+](CCCC)(CCCC)CCCC)CCC.ClCCl. Product: [C:1]([N:5]1[C:10](=[O:11])[C:9]([CH2:12][F:36])=[C:8]([S:24][CH2:25][C:26]2[CH:31]=[CH:30][C:29]([C:32]([CH3:35])([CH3:34])[CH3:33])=[CH:28][CH:27]=2)[CH:7]=[N:6]1)([CH3:4])([CH3:3])[CH3:2]. The catalyst class is: 6. (2) Reactant: [OH:1][C:2]([CH3:35])([CH3:34])[CH2:3][C@:4]1([C:28]2[CH:33]=[CH:32][CH:31]=[CH:30][CH:29]=2)[CH2:9][CH2:8][N:7]([C@H:10]([C:12]2[CH:17]=[CH:16][C:15](B3OC(C)(C)C(C)(C)O3)=[CH:14][CH:13]=2)[CH3:11])[C:6](=[O:27])[NH:5]1.I[C:37]1[CH:42]=[CH:41][N:40]([CH3:43])[C:39](=[O:44])[CH:38]=1.C([O-])([O-])=O.[Cs+].[Cs+]. Product: [OH:1][C:2]([CH3:34])([CH3:35])[CH2:3][C@:4]1([C:28]2[CH:33]=[CH:32][CH:31]=[CH:30][CH:29]=2)[CH2:9][CH2:8][N:7]([C@H:10]([C:12]2[CH:13]=[CH:14][C:15]([C:37]3[CH:42]=[CH:41][N:40]([CH3:43])[C:39](=[O:44])[CH:38]=3)=[CH:16][CH:17]=2)[CH3:11])[C:6](=[O:27])[NH:5]1. The catalyst class is: 12.